Dataset: Forward reaction prediction with 1.9M reactions from USPTO patents (1976-2016). Task: Predict the product of the given reaction. (1) Given the reactants [F:1][C:2]([F:45])([F:44])[C:3]1[CH:4]=[C:5]([CH:37]=[C:38]([C:40]([F:43])([F:42])[F:41])[CH:39]=1)[CH2:6][N:7]([CH2:12][C:13]1[CH:18]=[C:17]([C:19]([F:22])([F:21])[F:20])[CH:16]=[CH:15][C:14]=1[C:23]1[CH:28]=[C:27]([CH:29]([OH:34])[C:30]([F:33])([F:32])[F:31])[CH:26]=[CH:25][C:24]=1[O:35][CH3:36])[C:8](=[O:11])[O:9][CH3:10].CC(OI1(OC(C)=O)(OC(C)=O)OC(=O)C2C=CC=CC1=2)=O, predict the reaction product. The product is: [F:1][C:2]([F:44])([F:45])[C:3]1[CH:4]=[C:5]([CH:37]=[C:38]([C:40]([F:41])([F:42])[F:43])[CH:39]=1)[CH2:6][N:7]([CH2:12][C:13]1[CH:18]=[C:17]([C:19]([F:22])([F:21])[F:20])[CH:16]=[CH:15][C:14]=1[C:23]1[CH:28]=[C:27]([C:29](=[O:34])[C:30]([F:31])([F:32])[F:33])[CH:26]=[CH:25][C:24]=1[O:35][CH3:36])[C:8](=[O:11])[O:9][CH3:10]. (2) Given the reactants Cl[C:2]1[C:11]2[C:6](=[CH:7][N:8]=[CH:9][CH:10]=2)[CH:5]=[C:4]([C:12]2[CH:17]=[CH:16][N:15]=[CH:14][CH:13]=2)[N:3]=1.C(OC([N:25]1[CH2:30][CH2:29][CH:28]([CH2:31][NH2:32])[CH2:27][CH2:26]1)=O)(C)(C)C.[OH-].[Na+], predict the reaction product. The product is: [NH:25]1[CH2:30][CH2:29][CH:28]([CH2:31][NH:32][C:2]2[C:11]3[C:6](=[CH:7][N:8]=[CH:9][CH:10]=3)[CH:5]=[C:4]([C:12]3[CH:17]=[CH:16][N:15]=[CH:14][CH:13]=3)[N:3]=2)[CH2:27][CH2:26]1. (3) Given the reactants [CH2:1]([O:8][C:9]1[C:10]([C:18]([O:20][CH3:21])=[O:19])=[N:11][NH:12][C:13]=1[C:14]([O:16]C)=[O:15])[C:2]1[CH:7]=[CH:6][CH:5]=[CH:4][CH:3]=1.CN(C)N, predict the reaction product. The product is: [CH2:1]([O:8][C:9]1[C:13]([C:14]([OH:16])=[O:15])=[N:12][NH:11][C:10]=1[C:18]([O:20][CH3:21])=[O:19])[C:2]1[CH:3]=[CH:4][CH:5]=[CH:6][CH:7]=1. (4) Given the reactants [Cl:1][C:2]1[CH:7]=[CH:6][C:5]([O:8]C)=[CH:4][C:3]=1[C:10]1[CH:38]=[C:37]([CH3:39])[C:13]2[N:14]=[C:15]([NH:18][C:19]3[CH:24]=[CH:23][C:22]([S:25]([N:28]([CH3:36])[CH2:29][CH2:30][N:31]4[CH2:35][CH2:34][CH2:33][CH2:32]4)(=[O:27])=[O:26])=[CH:21][CH:20]=3)[N:16]=[N:17][C:12]=2[CH:11]=1.B(Br)(Br)Br, predict the reaction product. The product is: [Cl:1][C:2]1[CH:7]=[CH:6][C:5]([OH:8])=[CH:4][C:3]=1[C:10]1[CH:38]=[C:37]([CH3:39])[C:13]2[N:14]=[C:15]([NH:18][C:19]3[CH:20]=[CH:21][C:22]([S:25]([N:28]([CH3:36])[CH2:29][CH2:30][N:31]4[CH2:32][CH2:33][CH2:34][CH2:35]4)(=[O:26])=[O:27])=[CH:23][CH:24]=3)[N:16]=[N:17][C:12]=2[CH:11]=1. (5) The product is: [ClH:36].[CH3:1][O:2][C:3]1[CH:4]=[C:5]2[C:9](=[CH:10][C:11]=1[O:12][CH3:13])[CH2:8][N:7]([C:14]1[C:15]([CH3:34])=[C:16]([CH3:33])[C:17]3[O:21][C:20]([CH3:23])([CH3:22])[CH:19]([C:24]4[CH:25]=[CH:26][C:27]([CH3:30])=[CH:28][CH:29]=4)[C:18]=3[C:31]=1[CH3:32])[CH2:6]2. Given the reactants [CH3:1][O:2][C:3]1[CH:4]=[C:5]2[C:9](=[CH:10][C:11]=1[O:12][CH3:13])[CH2:8][N:7]([C:14]1[C:15]([CH3:34])=[C:16]([CH3:33])[C:17]3[O:21][C:20]([CH3:23])([CH3:22])[CH:19]([C:24]4[CH:29]=[CH:28][C:27]([CH3:30])=[CH:26][CH:25]=4)[C:18]=3[C:31]=1[CH3:32])[CH2:6]2.C(Cl)(Cl)[Cl:36], predict the reaction product. (6) The product is: [CH3:1][N:2]1[C:6]2[CH:7]=[CH:8][C:9]([N:11]3[CH:16]=[C:15]([C:17]#[N:18])[C:14](=[O:19])[N:13]([C@H:28]4[C:29]5[C:25](=[C:24]([C:23]([F:22])([F:34])[F:35])[CH:32]=[CH:31][CH:30]=5)[CH2:26][CH2:27]4)[C:12]3=[O:20])=[CH:10][C:5]=2[S:4][C:3]1=[O:21]. Given the reactants [CH3:1][N:2]1[C:6]2[CH:7]=[CH:8][C:9]([N:11]3[CH:16]=[C:15]([C:17]#[N:18])[C:14](=[O:19])[NH:13][C:12]3=[O:20])=[CH:10][C:5]=2[S:4][C:3]1=[O:21].[F:22][C:23]([F:35])([F:34])[C:24]1[CH:32]=[CH:31][CH:30]=[C:29]2[C:25]=1[CH2:26][CH2:27][C@@H:28]2O.C1(P(C2C=CC=CC=2)C2C=CC=CC=2)C=CC=CC=1.N(C(OC(C)C)=O)=NC(OC(C)C)=O.Cl, predict the reaction product. (7) The product is: [CH:32]1([C:35]([N:37]2[CH2:42][CH2:41][N:40]([C:4]([C:3]3[CH:7]=[C:8]([CH:9]=[CH:10][C:2]=3[F:1])[CH2:11][C:12]3[C:21]4[C:16](=[CH:17][CH:18]=[CH:19][CH:20]=4)[C:15](=[O:22])[NH:14][N:13]=3)=[O:6])[CH2:39][CH2:38]2)=[O:36])[CH2:33][CH2:34]1. Given the reactants [F:1][C:2]1[CH:10]=[CH:9][C:8]([CH2:11][C:12]2[C:21]3[C:16](=[CH:17][CH:18]=[CH:19][CH:20]=3)[C:15](=[O:22])[NH:14][N:13]=2)=[CH:7][C:3]=1[C:4]([OH:6])=O.C(N(C(C)C)CC)(C)C.[CH:32]1([C:35]([N:37]2[CH2:42][CH2:41][NH:40][CH2:39][CH2:38]2)=[O:36])[CH2:34][CH2:33]1.CN(C(ON1N=NC2C1=CC=CC=2)=[N+](C)C)C.F[P-](F)(F)(F)(F)F, predict the reaction product. (8) Given the reactants [NH:1]1[CH:5]=[CH:4][C:3]([CH2:6][NH:7][C:8]([NH2:10])=[S:9])=[N:2]1.[O-]CC.[Na+].[C:15]([CH2:17][C:18](OCC)=[O:19])#[N:16], predict the reaction product. The product is: [NH2:16][C:15]1[N:7]([CH2:6][C:3]2[CH:4]=[CH:5][NH:1][N:2]=2)[C:8](=[S:9])[NH:10][C:18](=[O:19])[CH:17]=1. (9) Given the reactants [C:1]([O:14][C@H:15]([CH2:20][CH2:21][CH2:22][CH2:23][CH2:24][CH2:25][CH2:26][CH2:27][CH2:28][CH2:29][CH3:30])[CH2:16][C:17]([OH:19])=O)(=[O:13])[CH2:2][CH2:3][CH2:4][CH2:5][CH2:6][CH2:7][CH2:8][CH2:9][CH2:10][CH2:11][CH3:12].CN1CCOCC1.ClC(OCC(C)C)=O.[C:46]1([O:52][P:53]([O:62][CH2:63][CH2:64][CH:65]([C:67]([O:69][CH2:70][C:71]2[CH:76]=[CH:75][CH:74]=[CH:73][CH:72]=2)=[O:68])[NH2:66])([O:55][C:56]2[CH:61]=[CH:60][CH:59]=[CH:58][CH:57]=2)=[O:54])[CH:51]=[CH:50][CH:49]=[CH:48][CH:47]=1, predict the reaction product. The product is: [C:1]([O:14][C@H:15]([CH2:20][CH2:21][CH2:22][CH2:23][CH2:24][CH2:25][CH2:26][CH2:27][CH2:28][CH2:29][CH3:30])[CH2:16][C:17]([NH:66][CH:65]([CH2:64][CH2:63][O:62][P:53]([O:55][C:56]1[CH:57]=[CH:58][CH:59]=[CH:60][CH:61]=1)([O:52][C:46]1[CH:47]=[CH:48][CH:49]=[CH:50][CH:51]=1)=[O:54])[C:67]([O:69][CH2:70][C:71]1[CH:72]=[CH:73][CH:74]=[CH:75][CH:76]=1)=[O:68])=[O:19])(=[O:13])[CH2:2][CH2:3][CH2:4][CH2:5][CH2:6][CH2:7][CH2:8][CH2:9][CH2:10][CH2:11][CH3:12].